This data is from HIV replication inhibition screening data with 41,000+ compounds from the AIDS Antiviral Screen. The task is: Binary Classification. Given a drug SMILES string, predict its activity (active/inactive) in a high-throughput screening assay against a specified biological target. The molecule is CC(=O)Nc1ccc(C=C(NC(=O)c2ccccc2)C(=O)NNS(=O)(=O)c2ccc(C)cc2)cc1. The result is 0 (inactive).